This data is from Forward reaction prediction with 1.9M reactions from USPTO patents (1976-2016). The task is: Predict the product of the given reaction. Given the reactants [CH2:1]([O:8][C:9]([N:11]1[CH2:17][CH2:16][CH2:15][CH2:14][C:13]2[CH:18]=[C:19]([N:22]3[CH2:26][CH:25]([CH2:27][NH2:28])[O:24][C:23]3=[O:29])[CH:20]=[CH:21][C:12]1=2)=[O:10])[C:2]1[CH:7]=[CH:6][CH:5]=[CH:4][CH:3]=1.C(N(C(C)C)CC)(C)C.[C:39](OC(=O)C)(=[O:41])[CH3:40], predict the reaction product. The product is: [CH2:1]([O:8][C:9]([N:11]1[CH2:17][CH2:16][CH2:15][CH2:14][C:13]2[CH:18]=[C:19]([N:22]3[CH2:26][CH:25]([CH2:27][NH:28][C:39](=[O:41])[CH3:40])[O:24][C:23]3=[O:29])[CH:20]=[CH:21][C:12]1=2)=[O:10])[C:2]1[CH:7]=[CH:6][CH:5]=[CH:4][CH:3]=1.